This data is from CYP2C9 inhibition data for predicting drug metabolism from PubChem BioAssay. The task is: Regression/Classification. Given a drug SMILES string, predict its absorption, distribution, metabolism, or excretion properties. Task type varies by dataset: regression for continuous measurements (e.g., permeability, clearance, half-life) or binary classification for categorical outcomes (e.g., BBB penetration, CYP inhibition). Dataset: cyp2c9_veith. (1) The drug is COc1ccc2[nH]cc(CCNc3ncnc4ccc(-c5cccnc5)cc34)c2c1. The result is 1 (inhibitor). (2) The molecule is CN(Cc1ccco1)c1ccnc(-c2ccoc2)n1. The result is 0 (non-inhibitor). (3) The drug is COc1ccc(C[C@@H]2NC[C@H](O)[C@@H]2OC(C)=O)cc1. The result is 0 (non-inhibitor). (4) The compound is CCCCCn1c(N)c(C(=O)NCc2cccs2)c2nc3ccccc3nc21. The result is 1 (inhibitor). (5) The molecule is CNC[C@H](O)c1ccc(O)cc1. The result is 0 (non-inhibitor). (6) The compound is COCCn1c(C)cc(C2=NNC(=Nc3ccc(F)cc3)SC2)c1C. The result is 0 (non-inhibitor). (7) The drug is COc1ccc(-c2nc(C#N)c(N3CCC(C(N)=O)CC3)o2)cc1OC. The result is 0 (non-inhibitor). (8) The drug is CCOc1ccc(OCC)c(-c2c(=O)n(OCc3ccc(C(C)(C)C)cc3)c3ccccc3[n+]2[O-])c1. The result is 1 (inhibitor).